This data is from Forward reaction prediction with 1.9M reactions from USPTO patents (1976-2016). The task is: Predict the product of the given reaction. (1) Given the reactants C(O[C:4](=[N:6][C:7](=O)[C:8]1[CH:13]=[CH:12][C:11]([Br:14])=[CH:10][CH:9]=1)[CH3:5])C.[CH3:16][S:17]([C:20]1[CH:21]=[CH:22][C:23]([NH:26][NH2:27])=[N:24][CH:25]=1)(=[O:19])=[O:18].O, predict the reaction product. The product is: [Br:14][C:11]1[CH:10]=[CH:9][C:8]([C:7]2[N:26]([C:23]3[CH:22]=[CH:21][C:20]([S:17]([CH3:16])(=[O:19])=[O:18])=[CH:25][N:24]=3)[N:27]=[C:4]([CH3:5])[N:6]=2)=[CH:13][CH:12]=1. (2) Given the reactants [CH2:1]([O:3][C:4](=[O:33])[CH2:5][O:6][C:7]1[C:12]([CH3:13])=[CH:11][C:10]([NH:14][CH2:15][C:16]2[O:20][C:19]([C:21]3[CH:26]=[CH:25][C:24]([C:27]([F:30])([F:29])[F:28])=[CH:23][CH:22]=3)=[N:18][C:17]=2[CH3:31])=[CH:9][C:8]=1[CH3:32])[CH3:2].CI.[CH2:36](I)C, predict the reaction product. The product is: [CH2:1]([O:3][C:4](=[O:33])[CH2:5][O:6][C:7]1[C:12]([CH3:13])=[CH:11][C:10]([N:14]([CH3:36])[CH2:15][C:16]2[O:20][C:19]([C:21]3[CH:22]=[CH:23][C:24]([C:27]([F:28])([F:30])[F:29])=[CH:25][CH:26]=3)=[N:18][C:17]=2[CH3:31])=[CH:9][C:8]=1[CH3:32])[CH3:2]. (3) Given the reactants C([Li])CCC.[CH3:6][C:7]1[O:8][CH:9]=[CH:10][CH:11]=1.[CH3:12][C:13]1([CH:18]=[O:19])[CH2:17][CH2:16][CH2:15][O:14]1.[Cl-].[NH4+], predict the reaction product. The product is: [CH3:6][C:7]1[O:8][C:9]([CH:18]([C:13]2([CH3:12])[CH2:17][CH2:16][CH2:15][O:14]2)[OH:19])=[CH:10][CH:11]=1. (4) The product is: [CH3:6][O:7][C:8](=[O:24])[O:9][C:10]1[CH:15]=[CH:14][C:13]([C:16]([CH3:17])([CH3:18])[CH3:19])=[CH:12][C:11]=1[C:20]([CH3:23])([CH3:22])[CH3:21]. Given the reactants COC(Cl)=O.[CH3:6][O:7][C:8](=[O:24])[O:9][C:10]1[CH:15]=[CH:14][C:13]([C:16]([CH3:19])([CH3:18])[CH3:17])=[CH:12][C:11]=1[C:20]([CH3:23])([CH3:22])[CH3:21].C(C1C=C(C(C)(C)C)C=CC=1O)(C)(C)C.CCN(CC)CC, predict the reaction product. (5) The product is: [CH:14]1([C:12]([C:6]2[CH:7]=[N:8][C:9]3[C:4]([C:5]=2[NH:17][C:18]2[CH:19]=[N:20][N:21]([CH:23]4[CH2:28][CH2:27][CH2:26][N:25]([CH3:29])[CH2:24]4)[CH:22]=2)=[CH:3][C:2]([C:35]2[CH:36]=[C:31]([Cl:30])[C:32]([OH:47])=[C:33]([Cl:46])[CH:34]=2)=[CH:11][CH:10]=3)=[O:13])[CH2:15][CH2:16]1. Given the reactants Br[C:2]1[CH:3]=[C:4]2[C:9](=[CH:10][CH:11]=1)[N:8]=[CH:7][C:6]([C:12]([CH:14]1[CH2:16][CH2:15]1)=[O:13])=[C:5]2[NH:17][C:18]1[CH:19]=[N:20][N:21]([CH:23]2[CH2:28][CH2:27][CH2:26][N:25]([CH3:29])[CH2:24]2)[CH:22]=1.[Cl:30][C:31]1[CH:36]=[C:35](B2OC(C)(C)C(C)(C)O2)[CH:34]=[C:33]([Cl:46])[C:32]=1[OH:47], predict the reaction product.